From a dataset of NCI-60 drug combinations with 297,098 pairs across 59 cell lines. Regression. Given two drug SMILES strings and cell line genomic features, predict the synergy score measuring deviation from expected non-interaction effect. (1) Drug 1: C1=CC(=CC=C1CCCC(=O)O)N(CCCl)CCCl. Drug 2: C1CC(C1)(C(=O)O)C(=O)O.[NH2-].[NH2-].[Pt+2]. Cell line: CCRF-CEM. Synergy scores: CSS=79.1, Synergy_ZIP=-1.17, Synergy_Bliss=-0.594, Synergy_Loewe=-0.761, Synergy_HSA=2.25. (2) Drug 1: CC1=C(N=C(N=C1N)C(CC(=O)N)NCC(C(=O)N)N)C(=O)NC(C(C2=CN=CN2)OC3C(C(C(C(O3)CO)O)O)OC4C(C(C(C(O4)CO)O)OC(=O)N)O)C(=O)NC(C)C(C(C)C(=O)NC(C(C)O)C(=O)NCCC5=NC(=CS5)C6=NC(=CS6)C(=O)NCCC[S+](C)C)O. Drug 2: C(CC(=O)O)C(=O)CN.Cl. Cell line: SNB-19. Synergy scores: CSS=25.2, Synergy_ZIP=-5.88, Synergy_Bliss=-0.895, Synergy_Loewe=-12.7, Synergy_HSA=1.02. (3) Drug 1: CN(C)C1=NC(=NC(=N1)N(C)C)N(C)C. Drug 2: CC1CCC2CC(C(=CC=CC=CC(CC(C(=O)C(C(C(=CC(C(=O)CC(OC(=O)C3CCCCN3C(=O)C(=O)C1(O2)O)C(C)CC4CCC(C(C4)OC)OCCO)C)C)O)OC)C)C)C)OC. Cell line: HL-60(TB). Synergy scores: CSS=15.1, Synergy_ZIP=0.660, Synergy_Bliss=7.97, Synergy_Loewe=-2.05, Synergy_HSA=3.71. (4) Drug 1: CS(=O)(=O)CCNCC1=CC=C(O1)C2=CC3=C(C=C2)N=CN=C3NC4=CC(=C(C=C4)OCC5=CC(=CC=C5)F)Cl. Drug 2: C1CC(C1)(C2=CC=C(C=C2)C3=C(C=C4C(=N3)C=CN5C4=NNC5=O)C6=CC=CC=C6)N. Cell line: NCIH23. Synergy scores: CSS=28.3, Synergy_ZIP=-3.44, Synergy_Bliss=-2.40, Synergy_Loewe=0.0592, Synergy_HSA=2.10. (5) Drug 2: CCN(CC)CCCC(C)NC1=C2C=C(C=CC2=NC3=C1C=CC(=C3)Cl)OC. Synergy scores: CSS=12.0, Synergy_ZIP=-6.70, Synergy_Bliss=-1.53, Synergy_Loewe=-16.0, Synergy_HSA=-0.217. Drug 1: C(CC(=O)O)C(=O)CN.Cl. Cell line: MDA-MB-231. (6) Drug 1: C1=CN(C(=O)N=C1N)C2C(C(C(O2)CO)O)O.Cl. Drug 2: B(C(CC(C)C)NC(=O)C(CC1=CC=CC=C1)NC(=O)C2=NC=CN=C2)(O)O. Cell line: NCIH23. Synergy scores: CSS=66.2, Synergy_ZIP=-0.198, Synergy_Bliss=-0.636, Synergy_Loewe=-5.14, Synergy_HSA=-0.258. (7) Synergy scores: CSS=32.1, Synergy_ZIP=-0.470, Synergy_Bliss=1.05, Synergy_Loewe=5.42, Synergy_HSA=6.94. Drug 1: C1=CC(=C2C(=C1NCCNCCO)C(=O)C3=C(C=CC(=C3C2=O)O)O)NCCNCCO. Drug 2: COC1=CC(=CC(=C1O)OC)C2C3C(COC3=O)C(C4=CC5=C(C=C24)OCO5)OC6C(C(C7C(O6)COC(O7)C8=CC=CS8)O)O. Cell line: PC-3. (8) Drug 1: CC1=CC=C(C=C1)C2=CC(=NN2C3=CC=C(C=C3)S(=O)(=O)N)C(F)(F)F. Drug 2: CN(C(=O)NC(C=O)C(C(C(CO)O)O)O)N=O. Cell line: DU-145. Synergy scores: CSS=-5.11, Synergy_ZIP=0.995, Synergy_Bliss=0.626, Synergy_Loewe=-4.42, Synergy_HSA=-3.20. (9) Drug 1: CNC(=O)C1=CC=CC=C1SC2=CC3=C(C=C2)C(=NN3)C=CC4=CC=CC=N4. Drug 2: C1=CC(=CC=C1CCCC(=O)O)N(CCCl)CCCl. Cell line: KM12. Synergy scores: CSS=11.3, Synergy_ZIP=-5.43, Synergy_Bliss=-3.20, Synergy_Loewe=-1.78, Synergy_HSA=-1.30. (10) Drug 1: COC1=CC(=CC(=C1O)OC)C2C3C(COC3=O)C(C4=CC5=C(C=C24)OCO5)OC6C(C(C7C(O6)COC(O7)C8=CC=CS8)O)O. Drug 2: C1=NC2=C(N=C(N=C2N1C3C(C(C(O3)CO)O)O)F)N. Cell line: OVCAR-8. Synergy scores: CSS=36.6, Synergy_ZIP=-11.0, Synergy_Bliss=-7.58, Synergy_Loewe=-10.2, Synergy_HSA=-4.15.